From a dataset of Full USPTO retrosynthesis dataset with 1.9M reactions from patents (1976-2016). Predict the reactants needed to synthesize the given product. (1) Given the product [CH:1]([O:4][NH:5][S:26]([C:23]1[CH:24]=[CH:25][C:20]([O:19][CH3:18])=[CH:21][CH:22]=1)(=[O:28])=[O:27])([CH3:3])[CH3:2], predict the reactants needed to synthesize it. The reactants are: [CH:1]([O:4][N:5]1C(=O)C2C(=CC=CC=2)C1=O)([CH3:3])[CH3:2].NN.[CH3:18][O:19][C:20]1[CH:25]=[CH:24][C:23]([S:26](Cl)(=[O:28])=[O:27])=[CH:22][CH:21]=1.C(N(CC)C(C)C)(C)C. (2) Given the product [CH2:1]([O:3][C:4]([C:6]1[CH:11]=[CH:10][C:9]([O:12][CH2:13][C:14]2[C:15]([C:27]3[CH:28]=[CH:29][C:30]([F:33])=[CH:31][CH:32]=3)=[N:16][O:17][C:18]=2[CH2:19][OH:37])=[CH:8][N:7]=1)=[O:5])[CH3:2], predict the reactants needed to synthesize it. The reactants are: [CH2:1]([O:3][C:4]([C:6]1[CH:11]=[CH:10][C:9]([O:12][CH2:13][C:14]2[C:15]([C:27]3[CH:32]=[CH:31][C:30]([F:33])=[CH:29][CH:28]=3)=[N:16][O:17][C:18]=2/[CH:19]=C/C2C=CC=CC=2)=[CH:8][N:7]=1)=[O:5])[CH3:2].[BH4-].[Na+].C[OH:37]. (3) Given the product [CH3:28][S:29]([O:19][CH2:18][CH2:17][CH2:16][C:9]1[CH:10]=[CH:11][CH:12]=[C:13]([O:14][CH3:15])[C:8]=1[CH2:7][CH:5]1[CH2:4][O:3][C:2]([CH3:20])([CH3:1])[O:6]1)(=[O:31])=[O:30], predict the reactants needed to synthesize it. The reactants are: [CH3:1][C:2]1([CH3:20])[O:6][CH:5]([CH2:7][C:8]2[C:13]([O:14][CH3:15])=[CH:12][CH:11]=[CH:10][C:9]=2[CH2:16][CH2:17][CH2:18][OH:19])[CH2:4][O:3]1.C(N(CC)CC)C.[CH3:28][S:29](Cl)(=[O:31])=[O:30].O. (4) Given the product [CH3:1][C:2]1[CH:11]=[CH:10][C:9]2[C:4](=[CH:5][CH:6]=[CH:7][C:8]=2[N:12]2[CH2:13][CH2:14][N:15]([CH2:18][CH2:19][C:20]3[CH:21]=[C:22]([NH:23][C:33]([C:28]4[CH:29]=[N:30][CH:31]=[CH:32][N:27]=4)=[O:34])[CH:24]=[CH:25][CH:26]=3)[CH2:16][CH2:17]2)[N:3]=1, predict the reactants needed to synthesize it. The reactants are: [CH3:1][C:2]1[CH:11]=[CH:10][C:9]2[C:4](=[CH:5][CH:6]=[CH:7][C:8]=2[N:12]2[CH2:17][CH2:16][N:15]([CH2:18][CH2:19][C:20]3[CH:21]=[C:22]([CH:24]=[CH:25][CH:26]=3)[NH2:23])[CH2:14][CH2:13]2)[N:3]=1.[N:27]1[CH:32]=[CH:31][N:30]=[CH:29][C:28]=1[C:33](O)=[O:34]. (5) The reactants are: [C:1]1([S:7]([N:10]2[C:14]3=[N:15][CH:16]=[C:17]([Br:19])[CH:18]=[C:13]3[C:12]([CH2:20][C:21]3[CH:22]=[CH:23][C:24]([NH2:28])=[N:25][C:26]=3[F:27])=[CH:11]2)(=[O:9])=[O:8])[CH:6]=[CH:5][CH:4]=[CH:3][CH:2]=1.[F:29][C:30]1[CH:31]=[C:32]([CH:38]=O)[C:33]([O:36][CH3:37])=[N:34][CH:35]=1.C([SiH](CC)CC)C.FC(F)(F)C(O)=O. Given the product [C:1]1([S:7]([N:10]2[C:14]3=[N:15][CH:16]=[C:17]([Br:19])[CH:18]=[C:13]3[C:12]([CH2:20][C:21]3[CH:22]=[CH:23][C:24]([NH:28][CH2:38][C:32]4[C:33]([O:36][CH3:37])=[N:34][CH:35]=[C:30]([F:29])[CH:31]=4)=[N:25][C:26]=3[F:27])=[CH:11]2)(=[O:8])=[O:9])[CH:2]=[CH:3][CH:4]=[CH:5][CH:6]=1, predict the reactants needed to synthesize it. (6) Given the product [ClH:52].[O:23]1[C:32]2[CH:31]=[C:30]([CH2:33][NH:1][CH:2]3[CH2:7][CH2:6][N:5]([CH2:8][CH2:9][N:10]4[C:19]5[C:14](=[CH:15][CH:16]=[C:17]([C:20]#[N:21])[CH:18]=5)[CH:13]=[CH:12][C:11]4=[O:22])[CH2:4][CH2:3]3)[N:29]=[CH:28][C:27]=2[O:26][CH2:25][CH2:24]1, predict the reactants needed to synthesize it. The reactants are: [NH2:1][CH:2]1[CH2:7][CH2:6][N:5]([CH2:8][CH2:9][N:10]2[C:19]3[C:14](=[CH:15][CH:16]=[C:17]([C:20]#[N:21])[CH:18]=3)[CH:13]=[CH:12][C:11]2=[O:22])[CH2:4][CH2:3]1.[O:23]1[C:32]2[CH:31]=[C:30]([CH:33]=O)[N:29]=[CH:28][C:27]=2[O:26][CH2:25][CH2:24]1.CO.[BH-](OC(C)=O)(OC(C)=O)OC(C)=O.[Na+].C(Cl)(Cl)[Cl:52]. (7) Given the product [Cl:1][C:2]1[N:10]=[C:9]2[C:5]([N:6]=[C:7]([CH2:13][N:32]3[CH2:33][CH2:34][CH:35]([N:38]4[CH2:42][CH2:41][CH2:40][C:39]4=[O:43])[CH2:36][CH2:37]3)[N:8]2[CH2:11][CH3:12])=[C:4]([N:26]2[CH2:27][CH2:28][O:29][CH2:30][CH2:31]2)[N:3]=1, predict the reactants needed to synthesize it. The reactants are: [Cl:1][C:2]1[N:10]=[C:9]2[C:5]([N:6]=[C:7]([CH2:13]N3CCC(N4CC(F)(F)C4)CC3)[N:8]2[CH2:11][CH3:12])=[C:4]([N:26]2[CH2:31][CH2:30][O:29][CH2:28][CH2:27]2)[N:3]=1.[NH:32]1[CH2:37][CH2:36][CH:35]([N:38]2[CH2:42][CH2:41][CH2:40][C:39]2=[O:43])[CH2:34][CH2:33]1.